This data is from CYP2C9 inhibition data for predicting drug metabolism from PubChem BioAssay. The task is: Regression/Classification. Given a drug SMILES string, predict its absorption, distribution, metabolism, or excretion properties. Task type varies by dataset: regression for continuous measurements (e.g., permeability, clearance, half-life) or binary classification for categorical outcomes (e.g., BBB penetration, CYP inhibition). Dataset: cyp2c9_veith. (1) The molecule is CN1CCN(C(=O)C(C(=O)c2ccc(F)cc2)n2ccccc2=O)CC1. The result is 0 (non-inhibitor). (2) The drug is O=C(c1cc2sccc2n1Cc1ccccc1)N1CCN(c2nc3ccccc3s2)CC1. The result is 1 (inhibitor). (3) The molecule is CC(C)c1ccc(-c2nn(-c3ccccc3)cc2C2C(C#N)=C(N)OC3=C2C(=O)CC(C)(C)C3)cc1. The result is 1 (inhibitor). (4) The compound is Cc1ccc2c(CC(=O)OCc3cc(=O)n4c(n3)sc3ccccc34)coc2c1. The result is 1 (inhibitor). (5) The molecule is COCCn1c(=O)c(C)nc2cnc(Oc3cccc(Cl)c3)nc21. The result is 1 (inhibitor). (6) The drug is C[N+]1(C)[C@H]2CC[C@H]1CC(OC(=O)[C@@H](CO)c1ccccc1)C2. The result is 0 (non-inhibitor). (7) The compound is O=C(c1cccc(F)c1)N1CCC2(CC1)CN(C(c1ccccc1)c1ccccc1)C2. The result is 0 (non-inhibitor).